From a dataset of Forward reaction prediction with 1.9M reactions from USPTO patents (1976-2016). Predict the product of the given reaction. (1) Given the reactants Cl[C:2]1[C:11]2[CH:10]=[C:9]([OH:12])[C:8]3[CH:13]=[CH:14][C:15]([F:17])=[CH:16][C:7]=3[C:6]=2[C:5]([O:18][CH3:19])=[N:4][N:3]=1, predict the reaction product. The product is: [F:17][C:15]1[CH:14]=[CH:13][C:8]2[C:9]([OH:12])=[CH:10][C:11]3[CH:2]=[N:3][N:4]=[C:5]([O:18][CH3:19])[C:6]=3[C:7]=2[CH:16]=1. (2) Given the reactants C([O:5][C:6](=[O:38])[CH2:7][O:8][CH2:9][C:10]([CH3:37])([CH3:36])[CH2:11][O:12][C:13]1[C:14]2[C:21]([C:22]3[CH:27]=[CH:26][C:25]([O:28][CH3:29])=[CH:24][CH:23]=3)=[C:20]([C:30]3[CH:35]=[CH:34][CH:33]=[CH:32][CH:31]=3)[O:19][C:15]=2[N:16]=[CH:17][N:18]=1)(C)(C)C.FC(F)(F)C(O)=O, predict the reaction product. The product is: [CH3:29][O:28][C:25]1[CH:24]=[CH:23][C:22]([C:21]2[C:14]3[C:13]([O:12][CH2:11][C:10]([CH3:37])([CH3:36])[CH2:9][O:8][CH2:7][C:6]([OH:38])=[O:5])=[N:18][CH:17]=[N:16][C:15]=3[O:19][C:20]=2[C:30]2[CH:35]=[CH:34][CH:33]=[CH:32][CH:31]=2)=[CH:27][CH:26]=1. (3) Given the reactants [CH:1]1([S:4]([C:7]2[CH:12]=[CH:11][C:10]([CH:13]([C:21]3[NH:25][C:24]([C:26]4[S:27]C(CC#N)=C[N:30]=4)=[CH:23][CH:22]=3)[CH2:14][CH:15]3CCO[CH2:17][CH2:16]3)=[CH:9][CH:8]=2)(=[O:6])=[O:5])[CH2:3][CH2:2]1.[OH-:34].[Na+].[O:36]1[CH2:40][CH2:39][CH2:38][CH2:37]1.[CH2:41]([OH:43])[CH3:42], predict the reaction product. The product is: [CH:1]1([S:4]([C:7]2[CH:8]=[CH:9][C:10]([CH:13]([C:21]3[NH:25][C:24]([C:26]4[S:27][C:38]([CH2:39][C:40]([OH:36])=[O:34])=[CH:37][N:30]=4)=[CH:23][CH:22]=3)[CH2:14][CH:15]3[CH2:16][CH2:17][O:43][CH2:41][CH2:42]3)=[CH:11][CH:12]=2)(=[O:5])=[O:6])[CH2:3][CH2:2]1. (4) Given the reactants CN(C=O)C.Cl.Cl[CH2:8][C:9]1[CH:10]=[N:11][CH:12]=[CH:13][CH:14]=1.C(=O)([O-])[O-].[K+].[K+].[NH2:21][C:22]1[C:27]([C:28]#[N:29])=[C:26]([C:30]2[CH:35]=[CH:34][C:33]([O:36][C@@H:37]3[CH2:41][CH2:40][CH2:39][C@@H:38]3[OH:42])=[CH:32][CH:31]=2)[C:25]([C:43]#[N:44])=[C:24]([SH:45])[N:23]=1, predict the reaction product. The product is: [NH2:21][C:22]1[C:27]([C:28]#[N:29])=[C:26]([C:30]2[CH:35]=[CH:34][C:33]([O:36][C@@H:37]3[CH2:41][CH2:40][CH2:39][C@@H:38]3[OH:42])=[CH:32][CH:31]=2)[C:25]([C:43]#[N:44])=[C:24]([S:45][CH2:8][C:9]2[CH:10]=[N:11][CH:12]=[CH:13][CH:14]=2)[N:23]=1. (5) Given the reactants [Cl:1][CH2:2][CH2:3][C:4]1[CH:11]=[CH:10][C:7]([CH:8]=O)=[CH:6][CH:5]=1.Cl.[NH2:13][OH:14], predict the reaction product. The product is: [Cl:1][CH2:2][CH2:3][C:4]1[CH:11]=[CH:10][C:7]([CH:8]=[N:13][OH:14])=[CH:6][CH:5]=1. (6) Given the reactants C[O:2][C:3]1[CH:8]=[CH:7][C:6]([N:9]2[C:13]3[CH:14]=[CH:15][CH:16]=[CH:17][C:12]=3[N:11]=[C:10]2[C:18]2[CH:22]=[CH:21][S:20][C:19]=2[CH3:23])=[CH:5][CH:4]=1.B(Br)(Br)Br, predict the reaction product. The product is: [CH3:23][C:19]1[S:20][CH:21]=[CH:22][C:18]=1[C:10]1[N:9]([C:6]2[CH:5]=[CH:4][C:3]([OH:2])=[CH:8][CH:7]=2)[C:13]2[CH:14]=[CH:15][CH:16]=[CH:17][C:12]=2[N:11]=1. (7) Given the reactants [CH3:1][S:2][C:3]1[CH:8]=[CH:7][CH:6]=[C:5]([O:9][C:10]([F:13])([F:12])[F:11])[CH:4]=1.[Cl:14][S:15]([OH:18])(=[O:17])=[O:16], predict the reaction product. The product is: [CH3:1][S:2][C:3]1[CH:8]=[CH:7][C:6]([S:15]([Cl:14])(=[O:17])=[O:16])=[C:5]([O:9][C:10]([F:11])([F:12])[F:13])[CH:4]=1.[CH3:1][S:2][C:3]1[CH:4]=[C:5]([O:9][C:10]([F:11])([F:12])[F:13])[CH:6]=[CH:7][C:8]=1[S:15]([Cl:14])(=[O:18])=[O:16]. (8) Given the reactants [NH2:1][C:2]1[N:7]=[CH:6][N:5]=[C:4]2[N:8]([C:12]3[CH:13]=[C:14]([N:18]([CH3:30])[C:19](=[O:29])/[CH:20]=[CH:21]/[CH2:22][N:23]([CH:25]4[CH2:28][CH2:27][CH2:26]4)[CH3:24])[CH:15]=[CH:16][CH:17]=3)[N:9]=[C:10](I)[C:3]=12.[CH3:31][O:32][C:33]1[CH:34]=[C:35](B2OC(C)(C)C(C)(C)O2)[CH:36]=[CH:37][C:38]=1[CH3:39], predict the reaction product. The product is: [NH2:1][C:2]1[N:7]=[CH:6][N:5]=[C:4]2[N:8]([C:12]3[CH:13]=[C:14]([N:18]([CH3:30])[C:19](=[O:29])/[CH:20]=[CH:21]/[CH2:22][N:23]([CH:25]4[CH2:28][CH2:27][CH2:26]4)[CH3:24])[CH:15]=[CH:16][CH:17]=3)[N:9]=[C:10]([C:35]3[CH:36]=[CH:37][C:38]([CH3:39])=[C:33]([O:32][CH3:31])[CH:34]=3)[C:3]=12. (9) Given the reactants Cl[CH2:2][C:3]1[CH:22]=[CH:21][C:6]([C:7]([CH:9]2[CH2:13][CH2:12][N:11]([CH:14]3[CH2:19][CH2:18][CH2:17][CH2:16][CH2:15]3)[C:10]2=[O:20])=[O:8])=[CH:5][CH:4]=1.[NH:23]1[CH2:28][CH2:27][CH2:26][CH2:25][CH2:24]1.[I-].[K+], predict the reaction product. The product is: [CH:14]1([N:11]2[CH2:12][CH2:13][CH:9]([C:7](=[O:8])[C:6]3[CH:21]=[CH:22][C:3]([CH2:2][N:23]4[CH2:28][CH2:27][CH2:26][CH2:25][CH2:24]4)=[CH:4][CH:5]=3)[C:10]2=[O:20])[CH2:19][CH2:18][CH2:17][CH2:16][CH2:15]1. (10) Given the reactants O.[NH2:2][NH2:3].[CH:4]([C:6]1([CH:12]([C:15]#[N:16])[C:13]#[N:14])[CH2:11][CH2:10][CH2:9][CH2:8][CH2:7]1)=[CH2:5], predict the reaction product. The product is: [CH:4]([C:6]1([C:12]2[C:13]([NH2:14])=[N:2][NH:3][C:15]=2[NH2:16])[CH2:11][CH2:10][CH2:9][CH2:8][CH2:7]1)=[CH2:5].[NH2:14][C:13]1[C:12]([C:6]2([CH2:4][CH3:5])[CH2:11][CH2:10][CH2:9][CH2:8][CH2:7]2)=[C:15]([NH2:16])[NH:3][N:2]=1.